This data is from Reaction yield outcomes from USPTO patents with 853,638 reactions. The task is: Predict the reaction yield, written as a fraction of the theoretical maximum amount of product (1.0 means a 100% yield; for example, 0.34 means a 34% yield). (1) The reactants are [CH2:1]([O:3][C:4]([NH:6][CH2:7][CH2:8][C:9]([O:11][CH2:12][CH3:13])=[O:10])=[O:5])[CH3:2].[CH2:14](N(CC)CC)C.Cl[C:22]([O:24][CH2:25][CH3:26])=[O:23]. The catalyst is C(Cl)Cl. The product is [CH2:1]([O:3][C:4]([N:6]([CH2:14][C:22]([O:24][CH2:25][CH3:26])=[O:23])[CH2:7][CH2:8][C:9]([O:11][CH2:12][CH3:13])=[O:10])=[O:5])[CH3:2]. The yield is 0.650. (2) The reactants are [CH2:1]([O:3][C:4](=[O:24])/[C:5](/[CH3:23])=[CH:6]/[C:7]1[CH:12]=[CH:11][CH:10]=[C:9]([N:13]2[C:17]([NH2:18])=[CH:16][C:15]([C:19]([CH3:22])([CH3:21])[CH3:20])=[N:14]2)[CH:8]=1)[CH3:2]. The catalyst is CO.[Pd]. The product is [NH2:18][C:17]1[N:13]([C:9]2[CH:8]=[C:7]([CH2:6][CH:5]([CH3:23])[C:4]([O:3][CH2:1][CH3:2])=[O:24])[CH:12]=[CH:11][CH:10]=2)[N:14]=[C:15]([C:19]([CH3:21])([CH3:20])[CH3:22])[CH:16]=1. The yield is 0.830. (3) The yield is 0.390. The catalyst is C1COCC1. The reactants are [C:1]1([S:7]([N:10]2[C:14]3=[CH:15][N:16]=[CH:17][C:18]([Br:19])=[C:13]3[CH:12]=[CH:11]2)(=[O:9])=[O:8])[CH:6]=[CH:5][CH:4]=[CH:3][CH:2]=1.[CH:20]([N-]C(C)C)(C)C.[Li+].CI. The product is [C:1]1([S:7]([N:10]2[C:14]3=[CH:15][N:16]=[CH:17][C:18]([Br:19])=[C:13]3[CH:12]=[C:11]2[CH3:20])(=[O:9])=[O:8])[CH:2]=[CH:3][CH:4]=[CH:5][CH:6]=1. (4) The reactants are Cl[C:2]1[N:7]=[C:6]([N:8]2[CH2:13][CH2:12][O:11][CH2:10][CH2:9]2)[N:5]=[C:4]([N:14]2[C:18]3[CH:19]=[CH:20][CH:21]=[C:22]([O:23][CH3:24])[C:17]=3[N:16]=[C:15]2[CH:25]([F:27])[F:26])[N:3]=1.[C:28]([O:32][C:33]([NH:35][C:36]1[CH:41]=[CH:40][C:39](B(O)O)=[CH:38][CH:37]=1)=[O:34])([CH3:31])([CH3:30])[CH3:29].C([O-])([O-])=O.[K+].[K+]. The catalyst is O1CCOCC1.O.C1C=CC(P(C2C=CC=CC=2)[C-]2C=CC=C2)=CC=1.C1C=CC(P(C2C=CC=CC=2)[C-]2C=CC=C2)=CC=1.Cl[Pd]Cl.[Fe+2]. The product is [F:26][CH:25]([F:27])[C:15]1[N:14]([C:4]2[N:5]=[C:6]([N:8]3[CH2:13][CH2:12][O:11][CH2:10][CH2:9]3)[N:7]=[C:2]([C:39]3[CH:38]=[CH:37][C:36]([NH:35][C:33](=[O:34])[O:32][C:28]([CH3:30])([CH3:29])[CH3:31])=[CH:41][CH:40]=3)[N:3]=2)[C:18]2[CH:19]=[CH:20][CH:21]=[C:22]([O:23][CH3:24])[C:17]=2[N:16]=1. The yield is 0.710. (5) The reactants are [F:1][C:2]1[CH:8]=[CH:7][C:5]([NH2:6])=[CH:4][CH:3]=1.C([O:11][C:12]([C:14]1[N:15]=[C:16]2[CH:21]=[CH:20][C:19]([N:22]3[CH2:27][CH2:26][N:25]([C:28](=[O:39])[C:29]4[CH:34]=[CH:33][CH:32]=[CH:31][C:30]=4[C:35]([F:38])([F:37])[F:36])[CH2:24][CH2:23]3)=[N:18][N:17]2[CH:40]=1)=O)C. No catalyst specified. The product is [F:1][C:2]1[CH:8]=[CH:7][C:5]([NH:6][C:12]([C:14]2[N:15]=[C:16]3[CH:21]=[CH:20][C:19]([N:22]4[CH2:23][CH2:24][N:25]([C:28](=[O:39])[C:29]5[CH:34]=[CH:33][CH:32]=[CH:31][C:30]=5[C:35]([F:36])([F:38])[F:37])[CH2:26][CH2:27]4)=[N:18][N:17]3[CH:40]=2)=[O:11])=[CH:4][CH:3]=1. The yield is 0.570.